Dataset: Forward reaction prediction with 1.9M reactions from USPTO patents (1976-2016). Task: Predict the product of the given reaction. Given the reactants [Br:1][C:2]1[C:7]([CH:8]=O)=[C:6](F)[C:5]([C:11]([F:14])([F:13])[F:12])=[CH:4][CH:3]=1.O.[NH2:16][NH2:17], predict the reaction product. The product is: [Br:1][C:2]1[CH:3]=[CH:4][C:5]([C:11]([F:14])([F:13])[F:12])=[C:6]2[C:7]=1[CH:8]=[N:16][NH:17]2.